Dataset: Peptide-MHC class I binding affinity with 185,985 pairs from IEDB/IMGT. Task: Regression. Given a peptide amino acid sequence and an MHC pseudo amino acid sequence, predict their binding affinity value. This is MHC class I binding data. (1) The peptide sequence is RHIAIQVCY. The MHC is HLA-A02:01 with pseudo-sequence HLA-A02:01. The binding affinity (normalized) is 0.0847. (2) The peptide sequence is FQPQNGQF. The MHC is H-2-Kb with pseudo-sequence H-2-Kb. The binding affinity (normalized) is 0.0735. (3) The peptide sequence is IPSINVHHY. The MHC is HLA-A31:01 with pseudo-sequence HLA-A31:01. The binding affinity (normalized) is 0.0847.